This data is from Full USPTO retrosynthesis dataset with 1.9M reactions from patents (1976-2016). The task is: Predict the reactants needed to synthesize the given product. (1) Given the product [S:1]1[C:5]([CH:21]([OH:22])[C:20]2[CH:15]=[CH:16][C:17]3[O:25][CH2:24][O:23][C:18]=3[CH:19]=2)=[CH:4][C:3]2[CH:6]=[CH:7][CH:8]=[CH:9][C:2]1=2, predict the reactants needed to synthesize it. The reactants are: [S:1]1[CH:5]=[CH:4][C:3]2[CH:6]=[CH:7][CH:8]=[CH:9][C:2]1=2.[Li]C(C)(C)C.[CH:15]1[C:20]([CH:21]=[O:22])=[CH:19][C:18]2[O:23][CH2:24][O:25][C:17]=2[CH:16]=1. (2) The reactants are: [CH3:1][O:2][C:3]1[CH:11]=[C:10]2[C:6]([CH:7]=[N:8][NH:9]2)=[CH:5][C:4]=1[NH:12][C:13]1[C:14]2[C:21]([C:22](O)=[O:23])=[CH:20][NH:19][C:15]=2[N:16]=[CH:17][N:18]=1.[CH3:25][CH:26]([NH2:28])[CH3:27]. Given the product [CH:26]([NH:28][C:22]([C:21]1[C:14]2[C:13]([NH:12][C:4]3[CH:5]=[C:6]4[C:10](=[CH:11][C:3]=3[O:2][CH3:1])[NH:9][N:8]=[CH:7]4)=[N:18][CH:17]=[N:16][C:15]=2[NH:19][CH:20]=1)=[O:23])([CH3:27])[CH3:25], predict the reactants needed to synthesize it. (3) Given the product [Br:1][C:2]1[CH:3]=[C:4]2[C:9](=[CH:10][CH:11]=1)[N:8]=[CH:7][C:6]([S:12]([CH3:15])(=[O:14])=[O:13])=[C:5]2[Cl:19], predict the reactants needed to synthesize it. The reactants are: [Br:1][C:2]1[CH:3]=[C:4]2[C:9](=[CH:10][CH:11]=1)[N:8]=[CH:7][C:6]([S:12]([CH3:15])(=[O:14])=[O:13])=[C:5]2O.P(Cl)(Cl)([Cl:19])=O.C(=O)(O)[O-].[Na+].C(OCC)(=O)C. (4) Given the product [Cl:1][C:2]1[CH:7]=[CH:6][C:5]([C:8]2[C:14]3[CH:15]=[CH:16][CH:17]=[CH:18][C:13]=3[N:12]3[C:19]([CH3:22])=[N:20][N:21]=[C:11]3[CH:10]([CH2:23][C:24]([N:61]3[CH2:62][CH2:63][S:59](=[O:64])(=[O:58])[CH2:60]3)=[O:25])[CH:9]=2)=[CH:4][CH:3]=1, predict the reactants needed to synthesize it. The reactants are: [Cl:1][C:2]1[CH:7]=[CH:6][C:5]([C:8]2[C:14]3[CH:15]=[CH:16][CH:17]=[CH:18][C:13]=3[N:12]3[C:19]([CH3:22])=[N:20][N:21]=[C:11]3[CH:10]([CH2:23][C:24](O)=[O:25])[CH:9]=2)=[CH:4][CH:3]=1.CN(C(ON1N=NC2C=CC=NC1=2)=[N+](C)C)C.F[P-](F)(F)(F)(F)F.C(N(CC)CC)C.[O:58]=[S:59]1(=[O:64])[CH2:63][CH2:62][NH:61][CH2:60]1. (5) The reactants are: [CH3:1][O:2][C:3]1[CH:8]=[CH:7][CH:6]=[C:5]([O:9][CH3:10])[C:4]=1[CH:11]1[NH:16][C:15](=[O:17])[CH2:14][CH2:13][CH2:12]1.Br[CH2:19][C:20]1[CH:21]=[CH:22][C:23]([O:26][C:27]2[CH:32]=[CH:31][CH:30]=[CH:29][CH:28]=2)=[N:24][CH:25]=1. Given the product [CH3:1][O:2][C:3]1[CH:8]=[CH:7][CH:6]=[C:5]([O:9][CH3:10])[C:4]=1[CH:11]1[N:16]([CH2:19][C:20]2[CH:25]=[N:24][C:23]([O:26][C:27]3[CH:28]=[CH:29][CH:30]=[CH:31][CH:32]=3)=[CH:22][CH:21]=2)[C:15](=[O:17])[CH2:14][CH2:13][CH2:12]1, predict the reactants needed to synthesize it. (6) Given the product [Cl:52][C:24]1[C:23]([CH:13]([N:12]2[C:11]3[CH:29]=[C:30]([Cl:34])[C:31]([F:33])=[CH:32][C:10]=3[N:9]=[C:8]2[CH:1]([CH:2]2[CH2:7][CH2:6][CH2:5][CH2:4][CH2:3]2)[O:42][CH3:41])[C:14]([NH:16][CH:17]2[CH2:18][CH2:19][CH2:20][CH2:21][CH2:22]2)=[O:15])=[CH:28][C:27]2[O:72][CH2:70][O:71][C:26]=2[CH:25]=1, predict the reactants needed to synthesize it. The reactants are: [CH2:1]([C:8]1[N:12]([CH:13]([CH:23]2[CH2:28][CH2:27][CH2:26][CH2:25][CH2:24]2)[C:14]([NH:16][CH:17]2[CH2:22][CH2:21][CH2:20][CH2:19][CH2:18]2)=[O:15])[C:11]2[CH:29]=[C:30]([Cl:34])[C:31]([F:33])=[CH:32][C:10]=2[N:9]=1)[C:2]1[CH:7]=[CH:6][CH:5]=[CH:4][CH:3]=1.C1([CH:41]=[O:42])CCCCC1.S1CCC(CC=O)CC1.[Cl:52]C1C=C(CC(O)=O)C=CC=1.C1(C(OC)[C:70]([OH:72])=[O:71])CCCCC1. (7) Given the product [CH2:47]1[C:40]2[C:39](=[CH:45][CH:44]=[C:42]([NH:43][C:2]3[N:7]=[C:6]([C:8]4[C:9]([C:17]5[CH:18]=[C:19]([NH:23][C:24](=[O:33])[C:25]6[CH:30]=[CH:29][CH:28]=[CH:27][CH:26]=6)[CH:20]=[CH:21][CH:22]=5)=[N:10][N:11]5[CH:16]=[CH:15][CH:14]=[CH:13][C:12]=45)[CH:5]=[CH:4][N:3]=3)[CH:41]=2)[CH2:36][CH2:37][NH:46]1, predict the reactants needed to synthesize it. The reactants are: Cl[C:2]1[N:7]=[C:6]([C:8]2[C:9]([C:17]3[CH:18]=[C:19]([NH:23][C:24](=[O:33])[C:25]4[C:30](F)=[CH:29][CH:28]=[CH:27][C:26]=4F)[CH:20]=[CH:21][CH:22]=3)=[N:10][N:11]3[CH:16]=[CH:15][CH:14]=[CH:13][C:12]=23)[CH:5]=[CH:4][N:3]=1.N1C=[CH:37][C:36]([C:39]2[CH:45]=[CH:44][C:42]([NH2:43])=[CH:41][CH:40]=2)=N1.[NH2:46][C:47]1C=CC(C(=O)CC2C=CC=CC=2)=CC=1. (8) Given the product [CH3:4][CH:3]([CH3:5])[C:8](=[O:17])[CH2:9][CH2:10][C:11]1[CH:16]=[CH:15][CH:14]=[CH:13][CH:12]=1, predict the reactants needed to synthesize it. The reactants are: [Cl-].[Li+].[CH:3]([Mg]Cl)([CH3:5])[CH3:4].[C:8](Cl)(=[O:17])[CH2:9][CH2:10][C:11]1[CH:16]=[CH:15][CH:14]=[CH:13][CH:12]=1. (9) Given the product [CH3:15][N:2]([CH3:1])[CH2:3][CH2:4][C:5]1[C:9]2=[N:10][CH:11]=[CH:12][CH:13]=[C:8]2[NH:7][CH:6]=1, predict the reactants needed to synthesize it. The reactants are: [CH3:1][N:2]([CH3:15])[C:3](=O)[CH2:4][C:5]1[C:9]2=[N:10][CH:11]=[CH:12][CH:13]=[C:8]2[NH:7][CH:6]=1.[H-].[Al+3].[Li+].[H-].[H-].[H-].